Dataset: Full USPTO retrosynthesis dataset with 1.9M reactions from patents (1976-2016). Task: Predict the reactants needed to synthesize the given product. (1) Given the product [Cl:1][C:2]1[NH:10][C:9]2[C:8](=[O:14])[N:7]([CH2:15][CH2:16][CH2:17][C:18]3[O:22][N:21]=[C:20]([CH2:23][C:24]4[CH:29]=[CH:28][C:27]([Cl:30])=[CH:26][CH:25]=4)[N:19]=3)[C:6](=[O:31])[N:5]([CH2:32][CH2:33][CH2:34][CH2:35][CH3:36])[C:4]=2[N:3]=1, predict the reactants needed to synthesize it. The reactants are: [Cl:1][C:2]1[N:10](CC=C)[C:9]2[C:8](=[O:14])[N:7]([CH2:15][CH2:16][CH2:17][C:18]3[O:22][N:21]=[C:20]([CH2:23][C:24]4[CH:29]=[CH:28][C:27]([Cl:30])=[CH:26][CH:25]=4)[N:19]=3)[C:6](=[O:31])[N:5]([CH2:32][CH2:33][CH2:34][CH2:35][CH3:36])[C:4]=2[N:3]=1.N1CCOCC1. (2) Given the product [F:14][CH:2]([F:1])[C:3]1[CH:12]=[CH:11][C:6]([C:7]([OH:9])=[O:8])=[C:5]([F:13])[CH:4]=1, predict the reactants needed to synthesize it. The reactants are: [F:1][CH:2]([F:14])[C:3]1[CH:12]=[CH:11][C:6]([C:7]([O:9]C)=[O:8])=[C:5]([F:13])[CH:4]=1.O.[OH-].[Li+].Cl. (3) Given the product [NH2:1][C:2]1[N:3]([CH3:24])[C:4](=[O:23])[C:5]2([C:15]3[C:10](=[CH:11][CH:12]=[C:13]([C:36]4[CH:37]=[C:32]([CH:33]=[CH:34][CH:35]=4)[C:30]([NH:29][CH2:25][CH2:26][CH2:27][CH3:28])=[O:31])[CH:14]=3)[O:9][CH:8]([C:17]3[CH:22]=[CH:21][CH:20]=[CH:19][CH:18]=3)[CH2:7]2)[N:6]=1, predict the reactants needed to synthesize it. The reactants are: [NH2:1][C:2]1[N:3]([CH3:24])[C:4](=[O:23])[C:5]2([C:15]3[C:10](=[CH:11][CH:12]=[C:13](Br)[CH:14]=3)[O:9][CH:8]([C:17]3[CH:22]=[CH:21][CH:20]=[CH:19][CH:18]=3)[CH2:7]2)[N:6]=1.[CH2:25]([NH:29][C:30]([C:32]1[CH:33]=[C:34](B(O)O)[CH:35]=[CH:36][CH:37]=1)=[O:31])[CH2:26][CH2:27][CH3:28]. (4) Given the product [OH:18][CH2:19][CH2:20][C@H:21]1[C:26]2[CH:27]=[CH:28][C:29]([CH2:31][N:32]3[CH2:36][CH2:35][O:34][C:33]3=[O:37])=[CH:30][C:25]=2[CH2:24][CH2:23][O:22]1, predict the reactants needed to synthesize it. The reactants are: [Si]([O:18][CH2:19][CH2:20][C@H:21]1[C:26]2[CH:27]=[CH:28][C:29]([CH2:31][N:32]3[CH2:36][CH2:35][O:34][C:33]3=[O:37])=[CH:30][C:25]=2[CH2:24][CH2:23][O:22]1)(C(C)(C)C)(C1C=CC=CC=1)C1C=CC=CC=1.[F-].C([N+](CCCC)(CCCC)CCCC)CCC.